Dataset: Catalyst prediction with 721,799 reactions and 888 catalyst types from USPTO. Task: Predict which catalyst facilitates the given reaction. (1) Reactant: C(OC([N:8]1[CH2:13][CH2:12][CH:11]([O:14][C:15]2[CH:20]=[CH:19][C:18]([C:21]([F:24])([F:23])[F:22])=[CH:17][CH:16]=2)[CH2:10][CH2:9]1)=O)(C)(C)C.FC(F)(F)C(O)=O. Product: [F:24][C:21]([F:22])([F:23])[C:18]1[CH:19]=[CH:20][C:15]([O:14][CH:11]2[CH2:10][CH2:9][NH:8][CH2:13][CH2:12]2)=[CH:16][CH:17]=1. The catalyst class is: 4. (2) Reactant: [C:1]12([CH2:11][CH2:12][O:13][C:14]3[CH:15]=[C:16]([CH2:20][CH2:21][NH:22][CH2:23][C@@H:24]([C:26]4[CH:27]=[CH:28][C:29]([O:35]CC5C=CC=CC=5)=[C:30]([NH:32][CH:33]=[O:34])[CH:31]=4)[OH:25])[CH:17]=[CH:18][CH:19]=3)[CH2:10][CH:5]3[CH2:6][CH:7]([CH2:9][CH:3]([CH2:4]3)[CH2:2]1)[CH2:8]2. Product: [C:1]12([CH2:11][CH2:12][O:13][C:14]3[CH:15]=[C:16]([CH2:20][CH2:21][NH:22][CH2:23][C@@H:24]([C:26]4[CH:27]=[CH:28][C:29]([OH:35])=[C:30]([NH:32][CH:33]=[O:34])[CH:31]=4)[OH:25])[CH:17]=[CH:18][CH:19]=3)[CH2:8][CH:7]3[CH2:9][CH:3]([CH2:4][CH:5]([CH2:6]3)[CH2:10]1)[CH2:2]2. The catalyst class is: 45.